From a dataset of Reaction yield outcomes from USPTO patents with 853,638 reactions. Predict the reaction yield, written as a fraction of the theoretical maximum amount of product (1.0 means a 100% yield; for example, 0.34 means a 34% yield). (1) The reactants are [CH2:1]([O:8][N:9]1[C:15](=[O:16])[N:14]2[CH2:17][C@H:10]1[CH2:11][CH2:12][C@H:13]2[C:18]([OH:20])=O)[C:2]1[CH:7]=[CH:6][CH:5]=[CH:4][CH:3]=1.[C:21]([O:25][C:26](=[O:32])[NH:27][CH2:28][CH2:29][O:30][NH2:31])([CH3:24])([CH3:23])[CH3:22].ON1C2C=CC=CC=2N=N1.Cl.C(N=C=NCCCN(C)C)C. The catalyst is C(Cl)Cl.CN(C1C=CN=CC=1)C. The product is [CH2:1]([O:8][N:9]1[C:15](=[O:16])[N:14]2[CH2:17][C@H:10]1[CH2:11][CH2:12][C@H:13]2[C:18]([NH:31][O:30][CH2:29][CH2:28][NH:27][C:26](=[O:32])[O:25][C:21]([CH3:23])([CH3:22])[CH3:24])=[O:20])[C:2]1[CH:3]=[CH:4][CH:5]=[CH:6][CH:7]=1. The yield is 0.890. (2) The catalyst is CO.C(Cl)Cl.O. The yield is 0.320. The product is [CH:6]1([NH:9][C:10](=[O:40])/[C:11](/[C:33]2[CH:38]=[CH:37][C:36]([F:39])=[CH:35][CH:34]=2)=[CH:12]/[C:13]2[CH:14]=[CH:15][C:16]([CH:19]=[CH:20][C:21]([NH:23][CH2:24][CH2:25][CH2:26][CH2:27][CH2:28][C:29]([NH:2][OH:3])=[O:30])=[O:22])=[CH:17][CH:18]=2)[CH2:8][CH2:7]1. The reactants are Cl.[NH2:2][OH:3].[OH-].[K+].[CH:6]1([NH:9][C:10](=[O:40])[C:11]([C:33]2[CH:38]=[CH:37][C:36]([F:39])=[CH:35][CH:34]=2)=[CH:12][C:13]2[CH:18]=[CH:17][C:16](/[CH:19]=[CH:20]/[C:21]([NH:23][CH2:24][CH2:25][CH2:26][CH:27]=[CH:28][C:29](OC)=[O:30])=[O:22])=[CH:15][CH:14]=2)[CH2:8][CH2:7]1. (3) The reactants are O1CCCCC1[N:7]1[C:15]2[C:10](=[CH:11][C:12]([C:16]3[N:20]=[CH:19][N:18](C(C4C=CC=CC=4)(C4C=CC=CC=4)C4C=CC=CC=4)[N:17]=3)=[CH:13][CH:14]=2)[C:9]([C:40]2[CH:41]=[C:42]([NH2:46])[CH:43]=[CH:44][CH:45]=2)=[N:8]1.[CH3:47][O:48][C:49]1[CH:57]=[CH:56][C:52]([C:53](Cl)=[O:54])=[CH:51][CH:50]=1.O. The catalyst is N1C=CC=CC=1. The product is [NH:18]1[CH:19]=[N:20][C:16]([C:12]2[CH:11]=[C:10]3[C:15](=[CH:14][CH:13]=2)[NH:7][N:8]=[C:9]3[C:40]2[CH:41]=[C:42]([NH:46][C:53]([C:52]3[CH:56]=[CH:57][C:49]([O:48][CH3:47])=[CH:50][CH:51]=3)=[O:54])[CH:43]=[CH:44][CH:45]=2)=[N:17]1. The yield is 0.660. (4) The reactants are CS(C)=O.C(Cl)(=O)C(Cl)=O.[OH:11][CH2:12][C@@H:13]1[CH2:17][C:16](/[CH:18]=[CH:19]/[CH3:20])=[CH:15][N:14]1[C:21]([C:23]1[CH:28]=[C:27]([O:29][CH3:30])[C:26]([O:31][Si:32]([CH:39]([CH3:41])[CH3:40])([CH:36]([CH3:38])[CH3:37])[CH:33]([CH3:35])[CH3:34])=[CH:25][C:24]=1[NH:42][C:43](=[O:48])[O:44][CH2:45][CH:46]=[CH2:47])=[O:22].C(N(CC)CC)C. The catalyst is C(Cl)Cl. The product is [OH:11][C@@H:12]1[N:42]([C:43]([O:44][CH2:45][CH:46]=[CH2:47])=[O:48])[C:24]2[CH:25]=[C:26]([O:31][Si:32]([CH:39]([CH3:40])[CH3:41])([CH:33]([CH3:34])[CH3:35])[CH:36]([CH3:38])[CH3:37])[C:27]([O:29][CH3:30])=[CH:28][C:23]=2[C:21](=[O:22])[N:14]2[CH:15]=[C:16](/[CH:18]=[CH:19]/[CH3:20])[CH2:17][C@@H:13]12. The yield is 1.00. (5) The reactants are [CH3:1][C:2]1[N:7]=[CH:6][C:5]([CH2:8][C:9]2[C:10](=[O:17])[N:11]=[C:12](C)[N:13](S)[CH:14]=2)=[CH:4][CH:3]=1.[Cl:18][C:19]1[CH:34]=[CH:33][C:22]([O:23][C:24]2[CH:29]=[CH:28][C:27]([CH2:30][CH2:31][NH2:32])=[CH:26][CH:25]=2)=[CH:21][C:20]=1[C:35]([F:38])([F:37])[F:36]. The catalyst is C(O)C. The product is [Cl:18][C:19]1[CH:34]=[CH:33][C:22]([O:23][C:24]2[CH:29]=[CH:28][C:27]([CH2:30][CH2:31][NH:32][C:12]3[NH:13][CH:14]=[C:9]([CH2:8][C:5]4[CH:6]=[N:7][C:2]([CH3:1])=[CH:3][CH:4]=4)[C:10](=[O:17])[N:11]=3)=[CH:26][CH:25]=2)=[CH:21][C:20]=1[C:35]([F:36])([F:37])[F:38]. The yield is 0.465. (6) The reactants are [H-].[Na+].[F:3][C:4]1([F:10])[CH2:7][CH:6]([CH2:8][OH:9])[CH2:5]1.Cl[C:12]1[C:17]([Cl:18])=[CH:16][CH:15]=[CH:14][N:13]=1.Cl. The catalyst is C1COCC1. The product is [Cl:18][C:17]1[C:12]([O:9][CH2:8][CH:6]2[CH2:7][C:4]([F:10])([F:3])[CH2:5]2)=[N:13][CH:14]=[CH:15][CH:16]=1. The yield is 0.850. (7) The product is [C:11]1([CH:10]([C:17]2[CH:22]=[CH:21][CH:20]=[CH:19][CH:18]=2)[N:8]2[CH2:9][CH:6]([N:23]3[CH2:28][CH2:27][NH:26][CH2:25][CH2:24]3)[CH2:7]2)[CH:16]=[CH:15][CH:14]=[CH:13][CH:12]=1. The catalyst is C(#N)C. The yield is 0.720. The reactants are CS(O[CH:6]1[CH2:9][N:8]([CH:10]([C:17]2[CH:22]=[CH:21][CH:20]=[CH:19][CH:18]=2)[C:11]2[CH:16]=[CH:15][CH:14]=[CH:13][CH:12]=2)[CH2:7]1)(=O)=O.[NH:23]1[CH2:28][CH2:27][NH:26][CH2:25][CH2:24]1. (8) The catalyst is C1COCC1. The product is [CH3:1][C:2]1[CH:3]=[N:4][N:5]([C:7]2[S:15][C:14]3[C:9](=[N:10][CH:11]=[CH:12][C:13]=3[O:16][C:17]3[CH:22]=[CH:21][C:20]([NH:23][C:34]([NH:33][C:31](=[O:32])[CH2:30][C:24]4[CH:25]=[CH:26][CH:27]=[CH:28][CH:29]=4)=[S:35])=[CH:19][CH:18]=3)[CH:8]=2)[CH:6]=1. The reactants are [CH3:1][C:2]1[CH:3]=[N:4][N:5]([C:7]2[S:15][C:14]3[C:9](=[N:10][CH:11]=[CH:12][C:13]=3[O:16][C:17]3[CH:22]=[CH:21][C:20]([NH2:23])=[CH:19][CH:18]=3)[CH:8]=2)[CH:6]=1.[C:24]1([CH2:30][C:31]([N:33]=[C:34]=[S:35])=[O:32])[CH:29]=[CH:28][CH:27]=[CH:26][CH:25]=1. The yield is 0.150. (9) The reactants are [Cl:1][C:2]1[N:7]=[C:6]([C:8]#[N:9])[C:5]([N+:10]([O-])=O)=[CH:4][CH:3]=1.[Sn](Cl)Cl.C([OH:18])C. No catalyst specified. The product is [NH2:10][C:5]1[C:6]([C:8]([NH2:9])=[O:18])=[N:7][C:2]([Cl:1])=[CH:3][CH:4]=1. The yield is 0.930. (10) The reactants are [Br:1][C:2]1[CH:3]=[C:4]([NH:10][C:11]2[CH:15]=[C:14]([CH3:16])[NH:13][N:12]=2)[C:5](=[O:9])[N:6]([CH3:8])[CH:7]=1.I[CH:18]1[CH2:21][O:20][CH2:19]1.C([O-])([O-])=O.[Cs+].[Cs+]. The catalyst is C(#N)C. The product is [Br:1][C:2]1[CH:3]=[C:4]([NH:10][C:11]2[CH:15]=[C:14]([CH3:16])[N:13]([CH:18]3[CH2:21][O:20][CH2:19]3)[N:12]=2)[C:5](=[O:9])[N:6]([CH3:8])[CH:7]=1. The yield is 0.500.